Dataset: Full USPTO retrosynthesis dataset with 1.9M reactions from patents (1976-2016). Task: Predict the reactants needed to synthesize the given product. (1) Given the product [CH3:10][C:9]1[CH:8]=[C:7]([C:4]2[CH:5]=[CH:6][N:1]=[CH:2][CH:3]=2)[N:13]([C:15]2[N:20]=[CH:19][C:18]([S:21]([NH2:24])(=[O:23])=[O:22])=[CH:17][CH:16]=2)[N:14]=1, predict the reactants needed to synthesize it. The reactants are: [N:1]1[CH:6]=[CH:5][C:4]([C:7](=O)[CH2:8][C:9](=O)[CH3:10])=[CH:3][CH:2]=1.[NH:13]([C:15]1[N:20]=[CH:19][C:18]([S:21]([NH2:24])(=[O:23])=[O:22])=[CH:17][CH:16]=1)[NH2:14].C([O-])(O)=O.[Na+]. (2) Given the product [NH2:8][CH2:9][CH2:10][C:11]([NH:13][C@H:14]([C:16]([O:18][CH2:19][CH2:20][O:21][C:22]1[CH:23]=[CH:24][C:25]([C:28]2[C:33]([C:34]#[N:35])=[C:32]([S:36][CH2:37][C:38]3[N:39]=[C:40]([C:43]4[CH:44]=[CH:45][C:46]([Cl:49])=[CH:47][CH:48]=4)[S:41][CH:42]=3)[N:31]=[C:30]([N:50]3[CH2:51][CH2:52][CH2:53]3)[C:29]=2[C:54]#[N:55])=[CH:26][CH:27]=1)=[O:17])[CH3:15])=[O:12], predict the reactants needed to synthesize it. The reactants are: C(OC([NH:8][CH2:9][CH2:10][C:11]([NH:13][C@H:14]([C:16]([O:18][CH2:19][CH2:20][O:21][C:22]1[CH:27]=[CH:26][C:25]([C:28]2[C:33]([C:34]#[N:35])=[C:32]([S:36][CH2:37][C:38]3[N:39]=[C:40]([C:43]4[CH:48]=[CH:47][C:46]([Cl:49])=[CH:45][CH:44]=4)[S:41][CH:42]=3)[N:31]=[C:30]([N:50]3[CH2:53][CH2:52][CH2:51]3)[C:29]=2[C:54]#[N:55])=[CH:24][CH:23]=1)=[O:17])[CH3:15])=[O:12])=O)(C)(C)C.FC(F)(F)C(O)=O.